This data is from Full USPTO retrosynthesis dataset with 1.9M reactions from patents (1976-2016). The task is: Predict the reactants needed to synthesize the given product. (1) Given the product [F:1][C:2]1[CH:7]=[CH:6][C:5]([O:8][CH3:9])=[CH:4][C:3]=1[C:10]1[N:15]=[CH:14][C:13]([NH:16][C:17]2[CH:27]=[CH:26][C:25]([CH3:28])=[CH:24][C:18]=2[C:19]([OH:21])=[O:20])=[CH:12][C:11]=1[CH3:29], predict the reactants needed to synthesize it. The reactants are: [F:1][C:2]1[CH:7]=[CH:6][C:5]([O:8][CH3:9])=[CH:4][C:3]=1[C:10]1[N:15]=[CH:14][C:13]([NH:16][C:17]2[CH:27]=[CH:26][C:25]([CH3:28])=[CH:24][C:18]=2[C:19]([O:21]CC)=[O:20])=[CH:12][C:11]=1[CH3:29].[OH-].[Na+]. (2) Given the product [F:1][CH:2]1[C:7]([OH:18])([CH2:8][CH2:9][CH2:10][OH:11])[CH2:6][CH2:5][N:4]([C:19]([O:21][C:22]([CH3:25])([CH3:24])[CH3:23])=[O:20])[CH2:3]1, predict the reactants needed to synthesize it. The reactants are: [F:1][CH:2]1[C:7]([OH:18])([CH2:8][CH2:9][CH2:10][O:11]C2CCCCO2)[CH2:6][CH2:5][N:4]([C:19]([O:21][C:22]([CH3:25])([CH3:24])[CH3:23])=[O:20])[CH2:3]1.Cl.C(N(CC)CC)C.C(OC(OC(C)(C)C)=O)(OC(C)(C)C)=O. (3) Given the product [CH2:25]([O:1][C:2]1[CH:7]=[C:6]([C:8]([O:10][CH3:11])=[O:9])[CH:5]=[CH:4][C:3]=1[C:12]1[CH:17]=[CH:16][CH:15]=[CH:14][C:13]=1[CH3:18])[CH3:26], predict the reactants needed to synthesize it. The reactants are: [OH:1][C:2]1[CH:7]=[C:6]([C:8]([O:10][CH3:11])=[O:9])[CH:5]=[CH:4][C:3]=1[C:12]1[CH:17]=[CH:16][CH:15]=[CH:14][C:13]=1[CH3:18].C(=O)([O-])[O-].[K+].[K+].[CH2:25](Br)[CH3:26]. (4) Given the product [CH2:41]([O:40][C:39]([N:17]1[CH2:18][C:12]2[CH:11]=[CH:10][C:9]([NH:8][C:5]3[N:4]=[C:3]([NH:21][C:22]4[C:23]([C:24](=[O:25])[NH:26][CH3:27])=[CH:28][CH:29]=[CH:30][C:31]=4[F:32])[C:2]([Cl:1])=[CH:7][N:6]=3)=[CH:20][C:13]=2[NH:14][C:15](=[O:19])[CH2:16]1)=[O:43])[CH3:42], predict the reactants needed to synthesize it. The reactants are: [Cl:1][C:2]1[C:3]([NH:21][C:22]2[C:31]([F:32])=[CH:30][CH:29]=[CH:28][C:23]=2[C:24]([NH:26][CH3:27])=[O:25])=[N:4][C:5]([NH:8][C:9]2[CH:10]=[CH:11][C:12]3[CH2:18][NH:17][CH2:16][C:15](=[O:19])[NH:14][C:13]=3[CH:20]=2)=[N:6][CH:7]=1.N1C=CC=CC=1.[C:39](O[C:39]([O:40][CH2:41][CH3:42])=[O:43])(=[O:43])[O:40][CH2:41][CH3:42]. (5) Given the product [NH2:24][C:21]1[CH:20]=[CH:19][C:18]([C:16]([N:15]([C:11]2[CH:12]=[CH:13][CH:14]=[C:9]([NH:8][C:5]3[N:4]=[C:3]([C:33]4[C:41]5[C:36](=[CH:37][CH:38]=[CH:39][CH:40]=5)[N:35]([S:42]([C:45]5[CH:46]=[CH:47][CH:48]=[CH:49][CH:50]=5)(=[O:43])=[O:44])[CH:34]=4)[C:2]([Cl:1])=[CH:7][N:6]=3)[CH:10]=2)[CH3:32])=[O:17])=[CH:23][CH:22]=1, predict the reactants needed to synthesize it. The reactants are: [Cl:1][C:2]1[C:3]([C:33]2[C:41]3[C:36](=[CH:37][CH:38]=[CH:39][CH:40]=3)[N:35]([S:42]([C:45]3[CH:50]=[CH:49][CH:48]=[CH:47][CH:46]=3)(=[O:44])=[O:43])[CH:34]=2)=[N:4][C:5]([NH:8][C:9]2[CH:10]=[C:11]([N:15]([CH3:32])[C:16]([C:18]3[CH:23]=[CH:22][C:21]([NH:24]C(=O)OC(C)(C)C)=[CH:20][CH:19]=3)=[O:17])[CH:12]=[CH:13][CH:14]=2)=[N:6][CH:7]=1.C(O)(C(F)(F)F)=O. (6) Given the product [CH2:1]([C:3]1[CH:4]=[C:5]([NH:6][C:17](=[O:18])[O:19][C:20]2[CH:25]=[CH:24][CH:23]=[CH:22][CH:21]=2)[CH:7]=[C:8]([C:10]2[CH:11]=[N:12][CH:13]=[CH:14][CH:15]=2)[CH:9]=1)[CH3:2], predict the reactants needed to synthesize it. The reactants are: [CH2:1]([C:3]1[CH:4]=[C:5]([CH:7]=[C:8]([C:10]2[CH:11]=[N:12][CH:13]=[CH:14][CH:15]=2)[CH:9]=1)[NH2:6])[CH3:2].Cl[C:17]([O:19][C:20]1[CH:25]=[CH:24][CH:23]=[CH:22][CH:21]=1)=[O:18].C(N(CC)CC)C.